Dataset: Reaction yield outcomes from USPTO patents with 853,638 reactions. Task: Predict the reaction yield, written as a fraction of the theoretical maximum amount of product (1.0 means a 100% yield; for example, 0.34 means a 34% yield). (1) The reactants are [Br:1][C:2]1[CH:7]=[CH:6][C:5]([OH:8])=[CH:4][CH:3]=1.Cl.[CH3:10][N:11]([CH3:15])[CH2:12][CH2:13]Cl.CO. The catalyst is C(Cl)Cl. The product is [Br:1][C:2]1[CH:7]=[CH:6][C:5]([O:8][CH2:13][CH2:12][N:11]([CH3:15])[CH3:10])=[CH:4][CH:3]=1. The yield is 0.420. (2) The reactants are [CH2:1]([O:8][N:9]1[C:15](=[O:16])[N:14]2[CH2:17][C@H:10]1[CH2:11][CH2:12][C@H:13]2[C:18]([OH:20])=O)[C:2]1[CH:7]=[CH:6][CH:5]=[CH:4][CH:3]=1.[NH:21]([C:23]([C@@H:25]1[CH2:30][CH2:29][CH2:28][CH2:27][N:26]1[C:31]([O:33][C:34]([CH3:37])([CH3:36])[CH3:35])=[O:32])=[O:24])[NH2:22]. No catalyst specified. The product is [CH2:1]([O:8][N:9]1[C:15](=[O:16])[N:14]2[CH2:17][C@H:10]1[CH2:11][CH2:12][C@H:13]2[C:18]([NH:22][NH:21][C:23]([C@@H:25]1[CH2:30][CH2:29][CH2:28][CH2:27][N:26]1[C:31]([O:33][C:34]([CH3:37])([CH3:36])[CH3:35])=[O:32])=[O:24])=[O:20])[C:2]1[CH:3]=[CH:4][CH:5]=[CH:6][CH:7]=1. The yield is 0.800. (3) The reactants are [CH3:1][C:2]1[CH:7]=[C:6]([CH3:8])[CH:5]=[CH:4][C:3]=1[N:9]1[CH2:14][CH2:13][N:12]([C:15]2[CH:16]=[C:17]([CH:21]3[CH2:30][C:29]([CH3:32])([CH3:31])[C:28]4[C:23](=[CH:24][CH:25]=[C:26]([C:33]([OH:35])=O)[CH:27]=4)[NH:22]3)[CH:18]=[CH:19][CH:20]=2)[CH2:11][CH2:10]1.[CH3:36][S:37]([NH2:40])(=[O:39])=[O:38]. The catalyst is CN(C)C1C=CN=CC=1.ClCCl. The product is [CH3:1][C:2]1[CH:7]=[C:6]([CH3:8])[CH:5]=[CH:4][C:3]=1[N:9]1[CH2:14][CH2:13][N:12]([C:15]2[CH:16]=[C:17]([CH:21]3[CH2:30][C:29]([CH3:31])([CH3:32])[C:28]4[C:23](=[CH:24][CH:25]=[C:26]([C:33]([NH:40][S:37]([CH3:36])(=[O:39])=[O:38])=[O:35])[CH:27]=4)[NH:22]3)[CH:18]=[CH:19][CH:20]=2)[CH2:11][CH2:10]1. The yield is 0.200. (4) The reactants are [OH-].[K+].C[O:4][C:5]([CH:7]1[CH2:16][C:15]2[C:10](=[CH:11][C:12]([O:17][CH3:18])=[CH:13][CH:14]=2)[CH2:9][S:8]1)=[O:6].Cl. The catalyst is CO.O. The product is [CH3:18][O:17][C:12]1[CH:11]=[C:10]2[C:15]([CH2:16][CH:7]([C:5]([OH:6])=[O:4])[S:8][CH2:9]2)=[CH:14][CH:13]=1. The yield is 0.880. (5) The reactants are [H-].[Na+].[Cl:3][C:4]1[CH:9]=[C:8]([OH:10])[CH:7]=[CH:6][N:5]=1.[Cl:11][C:12]1[C:13](F)=[CH:14][C:15]([F:21])=[C:16]([N+:18]([O-:20])=[O:19])[CH:17]=1. The catalyst is CN(C=O)C.CCOC(C)=O. The product is [Cl:3][C:4]1[CH:9]=[C:8]([O:10][C:13]2[CH:14]=[C:15]([F:21])[C:16]([N+:18]([O-:20])=[O:19])=[CH:17][C:12]=2[Cl:11])[CH:7]=[CH:6][N:5]=1. The yield is 0.450. (6) The reactants are Br[C:2]1[CH:3]=[C:4]([F:9])[CH:5]=[C:6]([Br:8])[CH:7]=1.C([Li])CCC.CN([CH:18]=[O:19])C. The catalyst is C(OCC)C. The product is [F:9][C:4]1[CH:3]=[C:2]([CH:7]=[C:6]([Br:8])[CH:5]=1)[CH:18]=[O:19]. The yield is 1.00. (7) The reactants are Br[C:2]1[C:11]2[C:6](=[CH:7][CH:8]=[CH:9][CH:10]=2)[CH:5]=[N:4][CH:3]=1.[CH3:12][Mg]Br.C(OCC)C.Cl. The catalyst is C1COCC1.Cl[Ni]1(Cl)[P](C2C=CC=CC=2)(C2C=CC=CC=2)CCC[P]1(C1C=CC=CC=1)C1C=CC=CC=1. The product is [CH3:12][C:2]1[C:11]2[C:6](=[CH:7][CH:8]=[CH:9][CH:10]=2)[CH:5]=[N:4][CH:3]=1. The yield is 0.780. (8) The reactants are C(OC([N:8]1[CH2:13][CH2:12][CH:11]([CH2:14][N:15]2[CH2:20][CH2:19][CH:18]([CH2:21][NH:22][C:23]([C:25]3[C:33]4[N:32]=[C:31]([C:34]([CH3:37])([CH3:36])[CH3:35])[NH:30][C:29]=4[CH:28]=[CH:27][CH:26]=3)=[O:24])[CH2:17][CH2:16]2)[CH2:10][CH2:9]1)=O)(C)(C)C.FC(F)(F)C(O)=O. The catalyst is ClCCl. The product is [NH:8]1[CH2:9][CH2:10][CH:11]([CH2:14][N:15]2[CH2:16][CH2:17][CH:18]([CH2:21][NH:22][C:23]([C:25]3[C:33]4[N:32]=[C:31]([C:34]([CH3:37])([CH3:36])[CH3:35])[NH:30][C:29]=4[CH:28]=[CH:27][CH:26]=3)=[O:24])[CH2:19][CH2:20]2)[CH2:12][CH2:13]1. The yield is 0.880. (9) The reactants are [Br:1][C:2]1[CH:11]=[C:10]2[C:5]([C:6]([NH:15]CC3CCOCC3)=[C:7]([N+:12]([O-])=O)[CH:8]=[N:9]2)=[CH:4][CH:3]=1.[CH:23]([OH:26])([CH3:25])C. The catalyst is C(#N)C.[Pt]. The product is [Br:1][C:2]1[CH:11]=[C:10]2[C:5]([C:6]([NH2:15])=[C:7]([NH:12][CH2:11][CH:2]3[CH2:25][CH2:23][O:26][CH2:4][CH2:3]3)[CH:8]=[N:9]2)=[CH:4][CH:3]=1. The yield is 1.00. (10) The reactants are C([O:3][C:4](=[O:32])[CH2:5][NH:6][CH2:7][CH2:8][C:9]1[N:10]=[C:11]([NH:14][C:15]([NH:17][C:18]2[CH:23]=[CH:22][C:21]([CH3:24])=[CH:20][C:19]=2[C:25]([CH:27]2[CH2:31][CH2:30][CH2:29][CH2:28]2)=[O:26])=[O:16])[S:12][CH:13]=1)C. The catalyst is [Li+].[OH-]. The product is [CH:27]1([C:25]([C:19]2[CH:20]=[C:21]([CH3:24])[CH:22]=[CH:23][C:18]=2[NH:17][C:15](=[O:16])[NH:14][C:11]2[S:12][CH:13]=[C:9]([CH2:8][CH2:7][NH:6][CH2:5][C:4]([OH:32])=[O:3])[N:10]=2)=[O:26])[CH2:31][CH2:30][CH2:29][CH2:28]1. The yield is 0.950.